Task: Regression. Given a peptide amino acid sequence and an MHC pseudo amino acid sequence, predict their binding affinity value. This is MHC class I binding data.. Dataset: Peptide-MHC class I binding affinity with 185,985 pairs from IEDB/IMGT (1) The peptide sequence is NPNMSCDDVV. The MHC is H-2-Db with pseudo-sequence H-2-Db. The binding affinity (normalized) is 0. (2) The peptide sequence is ATADLELAY. The MHC is HLA-A26:02 with pseudo-sequence HLA-A26:02. The binding affinity (normalized) is 0.550. (3) The binding affinity (normalized) is 0. The MHC is HLA-A33:01 with pseudo-sequence YTAMYRNNVAHIDVDTLYIMYQDYTWAVLAYTWH. The peptide sequence is GMQFDKVYL. (4) The peptide sequence is RQFGTAFEF. The MHC is Mamu-B52 with pseudo-sequence Mamu-B52. The binding affinity (normalized) is 0.846. (5) The peptide sequence is VALWNDGTV. The MHC is HLA-B08:01 with pseudo-sequence HLA-B08:01. The binding affinity (normalized) is 0.0847. (6) The peptide sequence is ARLSSPIVL. The MHC is HLA-B57:01 with pseudo-sequence HLA-B57:01. The binding affinity (normalized) is 0.0847. (7) The peptide sequence is VFTGYRVTK. The MHC is HLA-A11:01 with pseudo-sequence HLA-A11:01. The binding affinity (normalized) is 0.366. (8) The peptide sequence is FYIQMCTEL. The MHC is HLA-A02:01 with pseudo-sequence HLA-A02:01. The binding affinity (normalized) is 0.449. (9) The peptide sequence is PGYRWMCLRR. The MHC is Patr-A0301 with pseudo-sequence Patr-A0301. The binding affinity (normalized) is 0.0942.